This data is from CYP3A4 inhibition data for predicting drug metabolism from PubChem BioAssay. The task is: Regression/Classification. Given a drug SMILES string, predict its absorption, distribution, metabolism, or excretion properties. Task type varies by dataset: regression for continuous measurements (e.g., permeability, clearance, half-life) or binary classification for categorical outcomes (e.g., BBB penetration, CYP inhibition). Dataset: cyp3a4_veith. (1) The molecule is COc1ccc(CCN=CC2=C(O)CC(C)(C)CC2=O)cc1. The result is 1 (inhibitor). (2) The compound is CCOC(=O)c1c(NC(=O)CCc2ccc(CC)o2)sc(C)c1C. The result is 1 (inhibitor). (3) The drug is CC(=O)Nc1c(S(=O)(=O)c2ccccc2)c2nc3ccccc3nc2n1Cc1ccccc1. The result is 1 (inhibitor). (4) The compound is Cn1c[n+](C)cc1/C=N/O.[I-]. The result is 0 (non-inhibitor). (5) The drug is CCN(CC)S(=O)(=O)c1cc(C(=O)Nc2ccncc2)ccc1Cl. The result is 1 (inhibitor). (6) The drug is C=C(CC1([C@@H](NP(=O)(c2ccccc2)c2ccccc2)[C@H]2C[C@@H]2CCCC)CC1)c1cccc(OC)c1. The result is 1 (inhibitor). (7) The compound is CN(C)c1ccc(N=Cc2nc(-c3ccccc3)oc2O)cc1. The result is 1 (inhibitor). (8) The molecule is CC1(C)[C@@H](CC(=O)O)CCC[C@@H]1CC(=O)O. The result is 0 (non-inhibitor).